From a dataset of Forward reaction prediction with 1.9M reactions from USPTO patents (1976-2016). Predict the product of the given reaction. (1) Given the reactants [O:1]=[C:2]1[C:10]2([CH2:14][O:13][C:12]3[CH:15]=[C:16]4[C:20](=[CH:21][C:11]2=3)[CH2:19][CH2:18][O:17]4)[C:9]2[C:4](=[CH:5][CH:6]=[CH:7][CH:8]=2)[N:3]1[CH2:22][C:23]1[CH:24]=[C:25]([CH:29]=[CH:30][CH:31]=1)C(O)=O.CN(C)C=O.C(Cl)(=O)[C:38]([Cl:40])=[O:39], predict the reaction product. The product is: [O:1]=[C:2]1[C:10]2([C:11]3=[CH:21][C:20]4[CH2:19][CH2:18][O:17][C:16]=4[CH:15]=[C:12]3[O:13][CH2:14]2)[C:9]2[C:4](=[CH:5][CH:6]=[CH:7][CH:8]=2)[N:3]1[CH2:22][C:23]1[CH:31]=[CH:30][CH:29]=[CH:25][C:24]=1[C:38]([Cl:40])=[O:39]. (2) Given the reactants Cl[C:2]1[C:3]2[C:4](=[CH:16][N:17](CC3C=CC(OC)=CC=3)[N:18]=2)[N:5]=[C:6]([C:8]2[CH:13]=[CH:12][C:11]([O:14][CH3:15])=[CH:10][CH:9]=2)[N:7]=1.[CH:28]1([C:31]2[NH:35][N:34]=[C:33]([NH2:36])[CH:32]=2)[CH2:30][CH2:29]1.Cl, predict the reaction product. The product is: [CH:28]1([C:31]2[NH:35][N:34]=[C:33]([NH:36][C:2]3[C:3]4[NH:18][N:17]=[CH:16][C:4]=4[N:5]=[C:6]([C:8]4[CH:9]=[CH:10][C:11]([O:14][CH3:15])=[CH:12][CH:13]=4)[N:7]=3)[CH:32]=2)[CH2:30][CH2:29]1. (3) Given the reactants Cl.[NH2:2][C:3]1[N:8]=[C:7]([C:9]2[C:14]([C:15]([F:18])([F:17])[F:16])=[CH:13][CH:12]=[CH:11][N:10]=2)[CH:6]=[CH:5][C:4]=1[C:19]([OH:21])=[O:20].O[N:23]1[C:27](=[O:28])[CH2:26][CH2:25][C:24]1=[O:29].CCN=C=NCCCN(C)C.CCN(C(C)C)C(C)C, predict the reaction product. The product is: [O:29]=[C:24]1[CH2:25][CH2:26][C:27](=[O:28])[N:23]1[O:20][C:19]([C:4]1[CH:5]=[CH:6][C:7]([C:9]2[C:14]([C:15]([F:18])([F:17])[F:16])=[CH:13][CH:12]=[CH:11][N:10]=2)=[N:8][C:3]=1[NH2:2])=[O:21].